This data is from Full USPTO retrosynthesis dataset with 1.9M reactions from patents (1976-2016). The task is: Predict the reactants needed to synthesize the given product. (1) Given the product [CH3:9][O:8][C:5]1[N:6]=[C:7]2[C:2](=[CH:3][CH:4]=1)[NH:1][CH:12]=[CH:11][C:10]2=[O:13], predict the reactants needed to synthesize it. The reactants are: [NH2:1][C:2]1[CH:3]=[CH:4][C:5]([O:8][CH3:9])=[N:6][CH:7]=1.[C:10](OC)(=[O:13])[C:11]#[CH:12].CCOCC. (2) Given the product [Cl:21][C:10]1[C:5]2[NH:4][C:3](=[O:15])[N:2]([CH3:1])[C:6]=2[C:7]([C:11]([O:13][CH3:14])=[O:12])=[CH:8][CH:9]=1, predict the reactants needed to synthesize it. The reactants are: [CH3:1][N:2]1[C:6]2[C:7]([C:11]([O:13][CH3:14])=[O:12])=[CH:8][CH:9]=[CH:10][C:5]=2[NH:4][C:3]1=[O:15].CC(C)C#N.[Cl:21]N1C(=O)CCC1=O.